This data is from Forward reaction prediction with 1.9M reactions from USPTO patents (1976-2016). The task is: Predict the product of the given reaction. (1) Given the reactants Br[CH:2]([CH3:13])[C:3]([NH:5][C:6]1[CH:11]=[CH:10][C:9]([Br:12])=[CH:8][CH:7]=1)=[O:4].[OH:14][C:15]1[CH:20]=[CH:19][C:18]([CH2:21][C:22]([CH3:24])=[O:23])=[CH:17][CH:16]=1.C(=O)([O-])[O-].[K+].[K+].C(OCC)(=O)C, predict the reaction product. The product is: [Br:12][C:9]1[CH:10]=[CH:11][C:6]([NH:5][C:3](=[O:4])[CH:2]([O:14][C:15]2[CH:16]=[CH:17][C:18]([CH2:21][C:22](=[O:23])[CH3:24])=[CH:19][CH:20]=2)[CH3:13])=[CH:7][CH:8]=1. (2) The product is: [NH2:19][C:18]1[C:13]2[N:14]([C:10]([CH:9]([F:45])[F:8])=[CH:11][N:12]=2)[CH2:15][C@:16]([C:28]2[CH:33]=[C:32]([NH:34][C:35]([C:37]3[CH:42]=[CH:41][C:40]([F:43])=[CH:39][N:38]=3)=[O:36])[CH:31]=[CH:30][C:29]=2[F:44])([CH3:27])[N:17]=1. Given the reactants FC(F)(F)C(O)=O.[F:8][CH:9]([F:45])[C:10]1[N:14]2[CH2:15][C@:16]([C:28]3[CH:33]=[C:32]([NH:34][C:35]([C:37]4[CH:42]=[CH:41][C:40]([F:43])=[CH:39][N:38]=4)=[O:36])[CH:31]=[CH:30][C:29]=3[F:44])([CH3:27])[N:17]=[C:18]([NH:19]C(=O)OC(C)(C)C)[C:13]2=[N:12][CH:11]=1, predict the reaction product. (3) Given the reactants [PH2](=O)[O-].[NH4+].C[Si](C)(C)N[Si](C)(C)C.[CH3:14][O:15][C:16]1[CH:57]=[CH:56][C:19]([C:20]([O:33][CH2:34][C@H:35]2[O:39][C@@H:38]([N:40]3[CH:47]=[C:46]([CH3:48])[C:44](=[O:45])[NH:43][C:41]3=[O:42])[C@H:37]([O:49][CH2:50][CH2:51][O:52][CH3:53])[C@@H:36]2[CH2:54]I)([C:27]2[CH:32]=[CH:31][CH:30]=[CH:29][CH:28]=2)[C:21]2[CH:26]=[CH:25][CH:24]=[CH:23][CH:22]=2)=[CH:18][CH:17]=1.C(N(C(C)C)CC)(C)C, predict the reaction product. The product is: [CH3:14][O:15][C:16]1[CH:17]=[CH:18][C:19]([C:20]([O:33][CH2:34][C@H:35]2[O:39][C@@H:38]([N:40]3[CH:47]=[C:46]([CH3:48])[C:44](=[O:45])[NH:43][C:41]3=[O:42])[C@H:37]([O:49][CH2:50][CH2:51][O:52][CH3:53])[C@@H:36]2[CH3:54])([C:21]2[CH:22]=[CH:23][CH:24]=[CH:25][CH:26]=2)[C:27]2[CH:32]=[CH:31][CH:30]=[CH:29][CH:28]=2)=[CH:56][CH:57]=1. (4) Given the reactants [CH:1]([C:4]1[CH:9]=[CH:8][CH:7]=[C:6]([CH:10]([CH3:12])[CH3:11])[C:5]=1[N:13]1[C:22](=[O:23])[C:21]2[CH:24]=[C:25](Br)[C:26]3[O:27][C:28]4[C:33]([C:18]5[C:19]=3[C:20]=2[C:15](=[CH:16][C:17]=5[O:35][C:36]2[CH:41]=[CH:40][CH:39]=[CH:38][CH:37]=2)[C:14]1=[O:42])=[CH:32][CH:31]=[CH:30][CH:29]=4)([CH3:3])[CH3:2], predict the reaction product. The product is: [CH:1]([C:4]1[CH:9]=[CH:8][CH:7]=[C:6]([CH:10]([CH3:12])[CH3:11])[C:5]=1[N:13]1[C:22](=[O:23])[C:21]2[CH:24]=[CH:25][C:26]3[O:27][C:28]4[C:33]([C:18]5[C:19]=3[C:20]=2[C:15](=[CH:16][C:17]=5[O:35][C:36]2[CH:41]=[CH:40][CH:39]=[CH:38][CH:37]=2)[C:14]1=[O:42])=[CH:32][CH:31]=[CH:30][CH:29]=4)([CH3:2])[CH3:3]. (5) Given the reactants [F:1][C:2]1[CH:7]=[C:6]([F:8])[CH:5]=[CH:4][C:3]=1[N:9]1[C:17](=[O:18])[C:16]2[C@@H:15]3[C:19]([CH3:21])([CH3:20])[C@@:12]([CH3:22])([CH2:13][CH2:14]3)[C:11]=2[NH:10]1.[CH2:23](I)[CH3:24], predict the reaction product. The product is: [F:1][C:2]1[CH:7]=[C:6]([F:8])[CH:5]=[CH:4][C:3]=1[N:9]1[C:17](=[O:18])[C:16]2[C@@H:15]3[C:19]([CH3:21])([CH3:20])[C@@:12]([CH3:22])([CH2:13][CH2:14]3)[C:11]=2[N:10]1[CH2:23][CH3:24]. (6) Given the reactants CO[C:3]1[CH:9]=[C:8]([OH:10])[CH:7]=[CH:6][C:4]=1[OH:5].COC1C(=O)C=CC(=O)C=1.[CH:21]1[C:34]2[C:25](=[CH:26]C3C([CH:33]=2)=CC=CC=3)[CH:24]=[CH:23][CH:22]=1, predict the reaction product. The product is: [OH:5][C:4]1[C:3]2[C:9](=[CH:26][C:25]3[C:34]([CH:33]=2)=[CH:21][CH:22]=[CH:23][CH:24]=3)[C:8]([OH:10])=[CH:7][CH:6]=1.